Dataset: Full USPTO retrosynthesis dataset with 1.9M reactions from patents (1976-2016). Task: Predict the reactants needed to synthesize the given product. (1) Given the product [F:11][C:8]([F:9])([F:10])[C:6]1[N:5]=[CH:4][N:3]=[C:32]([N:28]2[CH2:27][CH2:26][CH:20]([NH:19][C:12](=[O:13])[O:14][C:15]([CH3:18])([CH3:17])[CH3:16])[CH2:31][CH2:29]2)[CH:34]=1, predict the reactants needed to synthesize it. The reactants are: ClC1C=[C:6]([C:8]([F:11])([F:10])[F:9])[N:5]=[CH:4][N:3]=1.[C:12]([N:19]1CCC(N)C[CH2:20]1)([O:14][C:15]([CH3:18])([CH3:17])[CH3:16])=[O:13].[CH3:26][CH2:27][N:28]([CH:32]([CH3:34])C)[CH:29]([CH3:31])C.O. (2) Given the product [Cl:17][C:18]1[CH:19]=[C:20]([CH:23]=[C:24]([O:16][C:9]2[C:10]([F:15])=[CH:11][CH:12]=[C:13]([CH3:14])[C:8]=2[Cl:7])[CH:25]=1)[C:21]#[N:22], predict the reactants needed to synthesize it. The reactants are: C(O[K])(C)(C)C.[Cl:7][C:8]1[C:13]([CH3:14])=[CH:12][CH:11]=[C:10]([F:15])[C:9]=1[OH:16].[Cl:17][C:18]1[CH:19]=[C:20]([CH:23]=[C:24](F)[CH:25]=1)[C:21]#[N:22].C1OCCOCCOCCOCCOCCOC1. (3) Given the product [NH2:26][C:23]1[O:24][CH2:25][C@:21]2([C:20]3[C:15](=[N:16][CH:17]=[C:18]([C:27]#[C:28][C:29]([CH2:32][Cl:35])([CH3:33])[CH2:30][OH:31])[CH:19]=3)[O:14][C:11]3[C:10]2=[CH:9][C:8]([C:7]2[C:2]([F:1])=[N:3][CH:4]=[CH:5][CH:6]=2)=[CH:13][CH:12]=3)[N:22]=1, predict the reactants needed to synthesize it. The reactants are: [F:1][C:2]1[C:7]([C:8]2[CH:9]=[C:10]3[C@@:21]4([CH2:25][O:24][C:23]([NH2:26])=[N:22]4)[C:20]4[C:15](=[N:16][CH:17]=[C:18]([C:27]#[C:28][C:29]5([CH3:33])[CH2:32][O:31][CH2:30]5)[CH:19]=4)[O:14][C:11]3=[CH:12][CH:13]=2)=[CH:6][CH:5]=[CH:4][N:3]=1.O.[ClH:35].C(OCC)(=O)C. (4) Given the product [NH2:10][CH2:9][C:8]1[CH:7]=[C:6]([CH:13]=[CH:12][CH:11]=1)[O:5][CH2:4][CH2:3][N:2]([CH3:1])[CH3:14], predict the reactants needed to synthesize it. The reactants are: [CH3:1][N:2]([CH3:14])[CH2:3][CH2:4][O:5][C:6]1[CH:7]=[C:8]([CH:11]=[CH:12][CH:13]=1)[C:9]#[N:10].[H-].[Al+3].[Li+].[H-].[H-].[H-].C(OCC)(=O)C. (5) Given the product [C:25]([C:24]1[CH:27]=[C:28]([C:31]2[N:36]=[C:35]([NH:37][C:38]3[CH:43]=[CH:42][C:41]([N:44]4[CH2:49][CH2:48][N:47]([CH:50]5[CH2:51][O:52][CH2:53]5)[C@@H:46]([CH3:54])[CH2:45]4)=[CH:40][CH:39]=3)[N:34]=[CH:33][N:32]=2)[CH:29]=[CH:30][C:23]=1[O:8][C@H:7]1[CH2:6][CH2:5][N:4]([C:9]([O:11][C:12]([CH3:15])([CH3:14])[CH3:13])=[O:10])[CH2:3][C@H:2]1[F:1])#[N:26], predict the reactants needed to synthesize it. The reactants are: [F:1][C@H:2]1[C@@H:7]([OH:8])[CH2:6][CH2:5][N:4]([C:9]([O:11][C:12]([CH3:15])([CH3:14])[CH3:13])=[O:10])[CH2:3]1.CC(C)([O-])C.[K+].F[C:23]1[CH:30]=[CH:29][C:28]([C:31]2[N:36]=[C:35]([NH:37][C:38]3[CH:43]=[CH:42][C:41]([N:44]4[CH2:49][CH2:48][N:47]([CH:50]5[CH2:53][O:52][CH2:51]5)[C@@H:46]([CH3:54])[CH2:45]4)=[CH:40][CH:39]=3)[N:34]=[CH:33][N:32]=2)=[CH:27][C:24]=1[C:25]#[N:26].O.